From a dataset of Reaction yield outcomes from USPTO patents with 853,638 reactions. Predict the reaction yield, written as a fraction of the theoretical maximum amount of product (1.0 means a 100% yield; for example, 0.34 means a 34% yield). (1) The reactants are [CH:1]1([NH2:7])[CH2:6][CH2:5][CH2:4][CH2:3][CH2:2]1.CCN(C(C)C)C(C)C.Cl[C:18]1[N:23]=[C:22]([NH:24][C@@H:25]2[CH2:30][CH2:29][CH2:28][C@H:27]([OH:31])[CH2:26]2)[C:21]([C:32]#[N:33])=[CH:20][N:19]=1. The catalyst is CS(C)=O. The product is [CH:1]1([NH:7][C:18]2[N:23]=[C:22]([NH:24][C@@H:25]3[CH2:30][CH2:29][CH2:28][C@H:27]([OH:31])[CH2:26]3)[C:21]([C:32]#[N:33])=[CH:20][N:19]=2)[CH2:6][CH2:5][CH2:4][CH2:3][CH2:2]1. The yield is 0.880. (2) The reactants are [F:1][C:2]1[CH:7]=[C:6]([O:8][C:9]2[C:14]3[N:15]=[CH:16][C:17](=[O:19])[NH:18][C:13]=3[N:12]=[CH:11][CH:10]=2)[CH:5]=[CH:4][C:3]=1[NH:20][C:21](=[O:29])OC1C=CC=CC=1.[C:30]([C:34]1[CH:38]=[C:37]([NH2:39])[N:36]([C:40]2[CH:41]=[N:42][C:43]([CH3:46])=[CH:44][CH:45]=2)[N:35]=1)([CH3:33])([CH3:32])[CH3:31]. No catalyst specified. The product is [C:30]([C:34]1[CH:38]=[C:37]([NH:39][C:21]([NH:20][C:3]2[CH:4]=[CH:5][C:6]([O:8][C:9]3[C:14]4[N:15]=[CH:16][C:17](=[O:19])[NH:18][C:13]=4[N:12]=[CH:11][CH:10]=3)=[CH:7][C:2]=2[F:1])=[O:29])[N:36]([C:40]2[CH:41]=[N:42][C:43]([CH3:46])=[CH:44][CH:45]=2)[N:35]=1)([CH3:33])([CH3:32])[CH3:31]. The yield is 0.170. (3) The reactants are [CH3:1][O:2][C:3]([C@@H:5]([N:13]1[CH2:21][C:17]2[CH:18]=[CH:19][S:20][C:16]=2[CH2:15][CH2:14]1)[C:6]1[CH:7]=[CH:8][CH:9]=[CH:10][C:11]=1[Cl:12])=[O:4].[C@:22]12([CH2:32][S:33]([OH:36])(=[O:35])=[O:34])[C:29]([CH3:31])([CH3:30])[CH:26]([CH2:27][CH2:28]1)[CH2:25][C:23]2=[O:24].C(C(C)=O)(C)(C)C. The catalyst is CC(C)=O. The product is [CH3:1][O:2][C:3]([C@@H:5]([N:13]1[CH2:21][C:17]2[CH:18]=[CH:19][S:20][C:16]=2[CH2:15][CH2:14]1)[C:6]1[CH:7]=[CH:8][CH:9]=[CH:10][C:11]=1[Cl:12])=[O:4].[C@:22]12([CH2:32][S:33]([O-:36])(=[O:34])=[O:35])[C:29]([CH3:31])([CH3:30])[CH:26]([CH2:27][CH2:28]1)[CH2:25][C:23]2=[O:24]. The yield is 0.840. (4) The reactants are [Cl:1][CH:2]([C:7]1[CH:8]=[C:9]([C:22]2[N:27]=[C:26]([CH3:28])[N:25]=[C:24]([N:29]([CH2:39][C:40]3[CH:45]=[CH:44][C:43]([O:46][CH3:47])=[CH:42][CH:41]=3)[CH2:30][C:31]3[CH:36]=[CH:35][C:34]([O:37][CH3:38])=[CH:33][CH:32]=3)[N:23]=2)[C:10]([NH:13][C:14]2[CH:15]=[N:16][C:17]([O:20][CH3:21])=[CH:18][CH:19]=2)=[N:11][CH:12]=1)[C:3]([F:6])([F:5])[F:4].[OH-].[NH4+:49]. The catalyst is CC#N. The product is [Cl:1][CH:2]([C:7]1[CH:8]=[C:9]([C:22]2[N:27]=[C:26]([CH3:28])[N:25]=[C:24]([N:29]([CH2:30][C:31]3[CH:32]=[CH:33][C:34]([O:37][CH3:38])=[CH:35][CH:36]=3)[CH2:39][C:40]3[CH:45]=[CH:44][C:43]([O:46][CH3:47])=[CH:42][CH:41]=3)[N:23]=2)[C:10]([NH:13][C:14]2[CH:15]=[N:16][C:17]([O:20][CH3:21])=[CH:18][CH:19]=2)=[N:11][CH:12]=1)[C:3]([F:4])([F:5])[F:6].[NH2:49][CH:2]([C:7]1[CH:8]=[C:9]([C:22]2[N:27]=[C:26]([CH3:28])[N:25]=[C:24]([N:29]([CH2:39][C:40]3[CH:45]=[CH:44][C:43]([O:46][CH3:47])=[CH:42][CH:41]=3)[CH2:30][C:31]3[CH:36]=[CH:35][C:34]([O:37][CH3:38])=[CH:33][CH:32]=3)[N:23]=2)[C:10]([NH:13][C:14]2[CH:15]=[N:16][C:17]([O:20][CH3:21])=[CH:18][CH:19]=2)=[N:11][CH:12]=1)[C:3]([F:6])([F:5])[F:4]. The yield is 0.960. (5) The reactants are CC(C)([O-])C.[K+].[CH2:7]([N:14]([CH2:18][C:19]1[C:24](Cl)=[N:23][C:22]([N:26]2[CH2:30][CH2:29][CH2:28][CH:27]2[CH3:31])=[CH:21][N:20]=1)[CH2:15][CH2:16][OH:17])[C:8]1[CH:13]=[CH:12][CH:11]=[CH:10][CH:9]=1.O. The catalyst is CN(C=O)C. The product is [CH2:7]([N:14]1[CH2:18][C:19]2[N:20]=[CH:21][C:22]([N:26]3[CH2:30][CH2:29][CH2:28][CH:27]3[CH3:31])=[N:23][C:24]=2[O:17][CH2:16][CH2:15]1)[C:8]1[CH:13]=[CH:12][CH:11]=[CH:10][CH:9]=1. The yield is 0.850. (6) The reactants are C([CH:8]([CH:10]1[CH2:14][C:13]2[CH:15]=[CH:16][CH:17]=[C:18]([C:19]3[C:24]([Cl:25])=[CH:23][C:22]([Cl:26])=[CH:21][C:20]=3[Cl:27])[C:12]=2[O:11]1)[NH2:9])C1C=CC=CC=1.C(N(C(C)C)CC)(C)C.Cl[C:38]([O:40][CH2:41][C:42]1[CH:47]=[CH:46][CH:45]=[CH:44][CH:43]=1)=[O:39].C(OC(=O)NCC1CC2C=CC=C(C3CCCC3)C=2O1)C1C=CC=CC=1. No catalyst specified. The product is [Cl:27][C:20]1[CH:21]=[C:22]([Cl:26])[CH:23]=[C:24]([Cl:25])[C:19]=1[C:18]1[C:12]2[O:11][CH:10]([CH2:8][NH:9][C:38](=[O:39])[O:40][CH2:41][C:42]3[CH:47]=[CH:46][CH:45]=[CH:44][CH:43]=3)[CH2:14][C:13]=2[CH:15]=[CH:16][CH:17]=1. The yield is 0.870. (7) The reactants are C(=O)([O-])[O-].[Na+].[Na+].O.CC1(C)C(C)(C)OB([C:16]2[CH:17]=[C:18]3[C:23](=[CH:24][CH:25]=2)[O:22][CH2:21][CH2:20][CH2:19]3)O1.Br[C:28]1[S:32][C:31]([C:33]2[CH:38]=[CH:37][CH:36]=[CH:35][CH:34]=2)=[N:30][C:29]=1[CH:39]([O:44][C:45]([CH3:48])([CH3:47])[CH3:46])[C:40]([O:42][CH3:43])=[O:41]. The catalyst is CN(C)C=O.C1(P(C2C=CC=CC=2)C2C=CC=CC=2)C=CC=CC=1.C1(P(C2C=CC=CC=2)C2C=CC=CC=2)C=CC=CC=1.C1(P(C2C=CC=CC=2)C2C=CC=CC=2)C=CC=CC=1.C1(P(C2C=CC=CC=2)C2C=CC=CC=2)C=CC=CC=1.[Pd]. The product is [C:45]([O:44][CH:39]([C:29]1[N:30]=[C:31]([C:33]2[CH:38]=[CH:37][CH:36]=[CH:35][CH:34]=2)[S:32][C:28]=1[C:16]1[CH:25]=[CH:24][C:23]2[O:22][CH2:21][CH2:20][CH2:19][C:18]=2[CH:17]=1)[C:40]([O:42][CH3:43])=[O:41])([CH3:48])([CH3:46])[CH3:47]. The yield is 0.700.